This data is from Catalyst prediction with 721,799 reactions and 888 catalyst types from USPTO. The task is: Predict which catalyst facilitates the given reaction. Reactant: CC1(C)CCCC(C)(C)N1.C([Li])CCC.[F:16][C:17]([F:25])([F:24])[C:18]1[CH:23]=[CH:22][CH:21]=[CH:20][N:19]=1.[F:26][C:27]1([F:41])[C:31](=[CH2:32])[CH2:30][N:29]([C:33]([O:35][C:36]([CH3:39])([CH3:38])[CH3:37])=[O:34])[C:28]1=[O:40].[Cl-].[NH4+]. Product: [F:26][C:27]([F:41])([C:28](=[O:40])[C:23]1[C:18]([C:17]([F:25])([F:24])[F:16])=[N:19][CH:20]=[CH:21][CH:22]=1)[C:31](=[CH2:32])[CH2:30][NH:29][C:33](=[O:34])[O:35][C:36]([CH3:37])([CH3:38])[CH3:39]. The catalyst class is: 188.